This data is from Full USPTO retrosynthesis dataset with 1.9M reactions from patents (1976-2016). The task is: Predict the reactants needed to synthesize the given product. (1) Given the product [CH2:36]([O:34][C:32](=[O:33])[CH:31]=[CH:30][C:22]1[C:23]([CH3:29])=[CH:24][C:25]([CH:27]=[CH:14][C:13]([C:6]2[S:7][C:8]([C:9]([F:12])([F:10])[F:11])=[C:4]3[CH2:3][C:2]([CH3:18])([CH3:1])[CH2:17][CH2:16][C:5]=23)=[O:15])=[CH:26][C:21]=1[CH2:19][CH3:20])[CH3:37], predict the reactants needed to synthesize it. The reactants are: [CH3:1][C:2]1([CH3:18])[CH2:17][CH2:16][C:5]2=[C:6]([C:13](=[O:15])[CH3:14])[S:7][C:8]([C:9]([F:12])([F:11])[F:10])=[C:4]2[CH2:3]1.[CH2:19]([C:21]1[CH:26]=[C:25]([CH:27]=O)[CH:24]=[C:23]([CH3:29])[C:22]=1[CH:30]=[CH:31][C:32]([OH:34])=[O:33])[CH3:20].Cl.[CH2:36](O)[CH3:37]. (2) Given the product [NH2:4][CH2:3][C:2]([N:12]1[CH2:17][CH:16]=[C:15]([C:18]2[CH:19]=[C:20]([NH:24][C:25](=[O:36])[C:26]3[CH:31]=[CH:30][CH:29]=[C:28]([C:32]([F:34])([F:35])[F:33])[CH:27]=3)[CH:21]=[CH:22][CH:23]=2)[N:14]2[N:37]=[CH:38][CH:39]=[C:13]12)=[O:1], predict the reactants needed to synthesize it. The reactants are: [O:1]=[C:2]([N:12]1[CH2:17][CH:16]=[C:15]([C:18]2[CH:23]=[CH:22][CH:21]=[C:20]([NH:24][C:25](=[O:36])[C:26]3[CH:31]=[CH:30][CH:29]=[C:28]([C:32]([F:35])([F:34])[F:33])[CH:27]=3)[CH:19]=2)[N:14]2[N:37]=[CH:38][CH:39]=[C:13]12)[CH2:3][NH:4]C(=O)OC(C)(C)C.Cl. (3) Given the product [Cl:1][C:2]1[CH:11]=[CH:10][C:9]2[CH:8]3[CH2:12][CH2:13][C:14](=[O:15])[N:7]3[CH2:6][CH2:5][C:4]=2[N:3]=1, predict the reactants needed to synthesize it. The reactants are: [Cl:1][C:2]1[CH:11]=[CH:10][C:9]2[C:8]3=[CH:12][CH2:13][C:14](=[O:15])[N:7]3[CH2:6][CH2:5][C:4]=2[N:3]=1.[BH4-].[Na+]. (4) Given the product [C:1]([C:3]1[CH:8]=[CH:7][C:6]([C:9]2[CH:10]=[N:11][N:12]([C:15]3[CH:23]=[CH:22][C:18]([C:19]([NH:32][C:29]4([CH2:28][CH2:27][O:26][CH3:25])[CH2:31][CH2:30]4)=[O:21])=[CH:17][N:16]=3)[C:13]=2[OH:14])=[C:5]([F:24])[CH:4]=1)#[N:2], predict the reactants needed to synthesize it. The reactants are: [C:1]([C:3]1[CH:8]=[CH:7][C:6]([C:9]2[CH:10]=[N:11][N:12]([C:15]3[CH:23]=[CH:22][C:18]([C:19]([OH:21])=O)=[CH:17][N:16]=3)[C:13]=2[OH:14])=[C:5]([F:24])[CH:4]=1)#[N:2].[CH3:25][O:26][CH2:27][CH2:28][C:29]1([NH2:32])[CH2:31][CH2:30]1. (5) Given the product [Cl:1][C:2]1[CH:3]=[C:4]([CH:16]=[CH:17][CH:18]=1)[CH2:5][O:6][C:7]1[CH:15]=[CH:14][CH:13]=[C:12]2[C:8]=1[CH:9]=[CH:10][N:11]2[C:22]1[CH:23]=[CH:24][N:25]=[C:20]([NH2:19])[N:21]=1, predict the reactants needed to synthesize it. The reactants are: [Cl:1][C:2]1[CH:3]=[C:4]([CH:16]=[CH:17][CH:18]=1)[CH2:5][O:6][C:7]1[CH:15]=[CH:14][CH:13]=[C:12]2[C:8]=1[CH:9]=[CH:10][NH:11]2.[NH2:19][C:20]1[N:25]=[C:24](Cl)[CH:23]=[CH:22][N:21]=1. (6) Given the product [CH:22]([O:21][C:19]1[CH:20]=[C:15]([CH:16]=[C:17]([B:25]2[O:27][C:29]([CH3:39])([CH3:30])[C:34]([CH3:40])([CH3:33])[O:26]2)[CH:18]=1)[CH2:13][NH:1][C:2]1[N:12]=[CH:11][CH:10]=[CH:9][C:3]=1[C:4]([O:6][CH2:7][CH3:8])=[O:5])([CH3:24])[CH3:23], predict the reactants needed to synthesize it. The reactants are: [NH2:1][C:2]1[N:12]=[CH:11][CH:10]=[CH:9][C:3]=1[C:4]([O:6][CH2:7][CH3:8])=[O:5].[CH:13]([C:15]1[CH:16]=[C:17]([B:25]([OH:27])[OH:26])[CH:18]=[C:19]([O:21][CH:22]([CH3:24])[CH3:23])[CH:20]=1)=O.O.[C:29]1([CH3:39])[CH:34]=[CH:33]C(S(O)(=O)=O)=C[CH:30]=1.[C:40](O[BH-](OC(=O)C)OC(=O)C)(=O)C.[Na+].